This data is from Full USPTO retrosynthesis dataset with 1.9M reactions from patents (1976-2016). The task is: Predict the reactants needed to synthesize the given product. (1) Given the product [F:1][C:2]1[CH:7]=[CH:6][C:5]([S:8][CH:11]([C:12]2[CH:21]=[CH:20][C:15]([C:16]([O:18][CH3:19])=[O:17])=[CH:14][CH:13]=2)[CH2:24]/[CH:25]=[CH:26]/[C:27]2[CH:32]=[CH:31][CH:30]=[CH:29][CH:28]=2)=[CH:4][CH:3]=1, predict the reactants needed to synthesize it. The reactants are: [F:1][C:2]1[CH:7]=[CH:6][C:5]([S:8]([CH2:11][C:12]2[CH:21]=[CH:20][C:15]([C:16]([O:18][CH3:19])=[O:17])=[CH:14][CH:13]=2)(=O)=O)=[CH:4][CH:3]=1.[H-].[Na+].[CH2:24](Br)[CH:25]=[CH:26][C:27]1[CH:32]=[CH:31][CH:30]=[CH:29][CH:28]=1. (2) Given the product [NH2:1][C:2]1[CH:10]=[CH:9][C:5]([C:6]([N:17]2[CH2:18][CH:15]([O:14][CH3:13])[CH2:16]2)=[O:8])=[CH:4][C:3]=1[Cl:11], predict the reactants needed to synthesize it. The reactants are: [NH2:1][C:2]1[CH:10]=[CH:9][C:5]([C:6]([OH:8])=O)=[CH:4][C:3]=1[Cl:11].Cl.[CH3:13][O:14][CH:15]1[CH2:18][NH:17][CH2:16]1. (3) Given the product [Cl:13][C:14]1[CH:31]=[C:30]([F:32])[C:29]([N:33]2[C:38](=[O:39])[CH:37]=[C:36]([C:40]([F:43])([F:42])[F:41])[N:35]([CH3:44])[C:34]2=[O:45])=[CH:28][C:15]=1[O:16][C:17]1[C:18]([O:23][CH2:24][C:25]([O:27][CH2:47][C:46]([O:50][CH3:51])=[O:49])=[O:26])=[N:19][CH:20]=[CH:21][CH:22]=1, predict the reactants needed to synthesize it. The reactants are: Cl.CN(C)CCCN=C=NCC.[Cl:13][C:14]1[CH:31]=[C:30]([F:32])[C:29]([N:33]2[C:38](=[O:39])[CH:37]=[C:36]([C:40]([F:43])([F:42])[F:41])[N:35]([CH3:44])[C:34]2=[O:45])=[CH:28][C:15]=1[O:16][C:17]1[C:18]([O:23][CH2:24][C:25]([OH:27])=[O:26])=[N:19][CH:20]=[CH:21][CH:22]=1.[C:46]([O:50][CH3:51])(=[O:49])[CH2:47]O.CN(C)C=O.